From a dataset of NCI-60 drug combinations with 297,098 pairs across 59 cell lines. Regression. Given two drug SMILES strings and cell line genomic features, predict the synergy score measuring deviation from expected non-interaction effect. (1) Drug 1: CC(C)CN1C=NC2=C1C3=CC=CC=C3N=C2N. Drug 2: CC1C(C(CC(O1)OC2CC(CC3=C2C(=C4C(=C3O)C(=O)C5=CC=CC=C5C4=O)O)(C(=O)C)O)N)O. Cell line: CAKI-1. Synergy scores: CSS=37.9, Synergy_ZIP=-1.92, Synergy_Bliss=-3.75, Synergy_Loewe=-9.06, Synergy_HSA=-1.68. (2) Drug 1: C1C(C(OC1N2C=C(C(=O)NC2=O)F)CO)O. Drug 2: C1=CC=C(C(=C1)C(C2=CC=C(C=C2)Cl)C(Cl)Cl)Cl. Cell line: IGROV1. Synergy scores: CSS=2.66, Synergy_ZIP=-1.21, Synergy_Bliss=-0.231, Synergy_Loewe=-5.48, Synergy_HSA=-1.15. (3) Drug 1: C1CN1P(=S)(N2CC2)N3CC3. Drug 2: COC1=NC(=NC2=C1N=CN2C3C(C(C(O3)CO)O)O)N. Cell line: NCI-H322M. Synergy scores: CSS=-5.16, Synergy_ZIP=1.27, Synergy_Bliss=-4.07, Synergy_Loewe=-4.62, Synergy_HSA=-7.67.